Predict which catalyst facilitates the given reaction. From a dataset of Catalyst prediction with 721,799 reactions and 888 catalyst types from USPTO. (1) Reactant: [CH3:1][C:2]1[C:3]([CH2:14][S:15][C:16]2[NH:20][C:19]3[CH:21]=[CH:22][CH:23]=[CH:24][C:18]=3[N:17]=2)=[N:4][CH:5]=[CH:6][C:7]=1[O:8][CH2:9][C:10]([F:13])([F:12])[F:11].[C:25](=[O:37])([O:33][CH:34](I)[CH3:35])[O:26][CH:27]1[CH2:32][O:31][CH2:30][O:29][CH2:28]1.C(=O)([O-])O.[Na+].[Cl-].[Cs+]. Product: [C:25](=[O:37])([O:33][CH:34]([N:20]1[C:19]2[CH:21]=[CH:22][CH:23]=[CH:24][C:18]=2[N:17]=[C:16]1[S:15][CH2:14][C:3]1[C:2]([CH3:1])=[C:7]([O:8][CH2:9][C:10]([F:12])([F:11])[F:13])[CH:6]=[CH:5][N:4]=1)[CH3:35])[O:26][CH:27]1[CH2:32][O:31][CH2:30][O:29][CH2:28]1. The catalyst class is: 192. (2) Reactant: [CH3:1][Si:2]([CH3:24])([CH3:23])[CH2:3][CH2:4][O:5][CH2:6][N:7]1[C:15]2[CH2:14][CH2:13][N:12]([C:16]([O:18][C:19]([CH3:22])([CH3:21])[CH3:20])=[O:17])[CH2:11][C:10]=2[CH:9]=[N:8]1.CN(P(N(C)C)(N(C)C)=O)C.[Li]CCCC.[Br:41]C(Cl)(Cl)C(Br)(Cl)Cl. Product: [Br:41][C:9]1[C:10]2[CH2:11][N:12]([C:16]([O:18][C:19]([CH3:20])([CH3:21])[CH3:22])=[O:17])[CH2:13][CH2:14][C:15]=2[N:7]([CH2:6][O:5][CH2:4][CH2:3][Si:2]([CH3:23])([CH3:24])[CH3:1])[N:8]=1. The catalyst class is: 1. (3) Product: [Cl:1][C:2]1[CH:3]=[C:4]([C@@H:8]2[C@@H:13]([C:14]3[CH:19]=[CH:18][C:17]([Cl:20])=[CH:16][CH:15]=3)[N:12]([CH:21]([CH2:22][CH3:23])[CH2:24][CH3:25])[C:11](=[O:26])[C@:10]([CH2:28][C:29]3[NH:39][N:38]=[C:31]([OH:32])[CH:30]=3)([CH3:27])[CH2:9]2)[CH:5]=[CH:6][CH:7]=1. The catalyst class is: 8. Reactant: [Cl:1][C:2]1[CH:3]=[C:4]([C@@H:8]2[C@@H:13]([C:14]3[CH:19]=[CH:18][C:17]([Cl:20])=[CH:16][CH:15]=3)[N:12]([CH:21]([CH2:24][CH3:25])[CH2:22][CH3:23])[C:11](=[O:26])[C@:10]([CH2:28][C:29](=O)[CH2:30][C:31](OCC)=[O:32])([CH3:27])[CH2:9]2)[CH:5]=[CH:6][CH:7]=1.O.[NH2:38][NH2:39]. (4) Reactant: [CH3:1][O:2][C:3]1[N:8]=[C:7]([NH2:9])[C:6]([NH2:10])=[CH:5][CH:4]=1.[C:11](OCC)(=O)[CH:12]=[O:13]. Product: [CH3:1][O:2][C:3]1[CH:4]=[CH:5][C:6]2[N:10]=[CH:11][C:12](=[O:13])[NH:9][C:7]=2[N:8]=1. The catalyst class is: 5. (5) Reactant: [Br:1][C:2]1[CH:3]=[CH:4][C:5]([O:16][CH2:17][CH2:18]C)=[C:6]([C:8]2[CH:13]=[C:12]([Cl:14])[N:11]=[C:10]([NH2:15])[N:9]=2)[CH:7]=1.N[C:21]1N=C(C2C=C(Br)C=CC=2O)C=C(Cl)N=1. Product: [Br:1][C:2]1[CH:3]=[CH:4][C:5]([O:16][CH:17]([CH3:18])[CH3:21])=[C:6]([C:8]2[CH:13]=[C:12]([Cl:14])[N:11]=[C:10]([NH2:15])[N:9]=2)[CH:7]=1. The catalyst class is: 41. (6) Reactant: C([N:8]1[CH2:13][CH2:12][N:11]([C:14]2[C:19]([CH2:20][O:21][CH3:22])=[CH:18][CH:17]=[CH:16][N:15]=2)[CH2:10][CH2:9]1)C1C=CC=CC=1.C([O-])=O.[NH4+].C=O. Product: [CH3:22][O:21][CH2:20][C:19]1[C:14]([N:11]2[CH2:12][CH2:13][NH:8][CH2:9][CH2:10]2)=[N:15][CH:16]=[CH:17][CH:18]=1. The catalyst class is: 19. (7) Reactant: [C:1](Cl)(=[O:4])[CH2:2][CH3:3].[Br:6][C:7]1[CH:8]=[C:9]([CH:13]([NH2:15])[CH3:14])[CH:10]=[N:11][CH:12]=1.CCN(CC)CC. Product: [Br:6][C:7]1[CH:8]=[C:9]([CH:13]([NH:15][C:1](=[O:4])[CH2:2][CH3:3])[CH3:14])[CH:10]=[N:11][CH:12]=1. The catalyst class is: 2.